Task: Regression. Given a peptide amino acid sequence and an MHC pseudo amino acid sequence, predict their binding affinity value. This is MHC class I binding data.. Dataset: Peptide-MHC class I binding affinity with 185,985 pairs from IEDB/IMGT The peptide sequence is NMRDLIVTFR. The MHC is HLA-A03:01 with pseudo-sequence HLA-A03:01. The binding affinity (normalized) is 0.144.